This data is from Forward reaction prediction with 1.9M reactions from USPTO patents (1976-2016). The task is: Predict the product of the given reaction. (1) Given the reactants [C:1]([O:5][C:6](=[O:23])[NH:7][CH:8]([C:15]1[CH:20]=[CH:19][C:18]([Cl:21])=[C:17]([Cl:22])[CH:16]=1)[C:9](=[O:14])N(OC)C)([CH3:4])([CH3:3])[CH3:2].Br[C:25]1[CH:37]=[CH:36][C:28]([O:29][CH:30]2[CH2:35][CH2:34][O:33][CH2:32][CH2:31]2)=[CH:27][C:26]=1[F:38], predict the reaction product. The product is: [C:1]([O:5][C:6](=[O:23])[NH:7][CH:8]([C:15]1[CH:20]=[CH:19][C:18]([Cl:21])=[C:17]([Cl:22])[CH:16]=1)[C:9]([C:25]1[CH:37]=[CH:36][C:28]([O:29][CH:30]2[CH2:35][CH2:34][O:33][CH2:32][CH2:31]2)=[CH:27][C:26]=1[F:38])=[O:14])([CH3:2])([CH3:3])[CH3:4]. (2) Given the reactants [CH3:1][C@H:2]1[CH2:7][NH:6][CH2:5][CH2:4][N:3]1[C:8]([O:10][C:11]([CH3:14])([CH3:13])[CH3:12])=[O:9].CCN(C(C)C)C(C)C.[C:24]([C:26]1[CH:31]=[CH:30][C:29]([S:32](Cl)(=[O:34])=[O:33])=[C:28]([CH3:36])[CH:27]=1)#[N:25], predict the reaction product. The product is: [C:24]([C:26]1[CH:31]=[CH:30][C:29]([S:32]([N:6]2[CH2:5][CH2:4][N:3]([C:8]([O:10][C:11]([CH3:13])([CH3:12])[CH3:14])=[O:9])[C@@H:2]([CH3:1])[CH2:7]2)(=[O:34])=[O:33])=[C:28]([CH3:36])[CH:27]=1)#[N:25]. (3) Given the reactants [CH:1]([N:4]([C:8]1[CH:13]=[CH:12][C:11]2[O:14][CH2:15][O:16][C:10]=2[CH:9]=1)[C:5]([NH2:7])=[O:6])([CH3:3])[CH3:2].[CH2:17]1[C:25]2[C:20](=[CH:21][C:22]([CH:26]=O)=[CH:23][CH:24]=2)[CH2:19][CH2:18]1, predict the reaction product. The product is: [CH:1]([N:4]1[C:8]2[C:13](=[CH:12][C:11]3[O:14][CH2:15][O:16][C:10]=3[CH:9]=2)[CH:26]([C:22]2[CH:21]=[C:20]3[C:25](=[CH:24][CH:23]=2)[CH2:17][CH2:18][CH2:19]3)[NH:7][C:5]1=[O:6])([CH3:3])[CH3:2]. (4) Given the reactants C1(C2(C(O)=O)CCCC2)C=CC=CC=1.C[CH:16](C)[CH:17]([C:40]1C=CC=[CH:42][CH:41]=1)[C:18]([NH:20][C@@H:21]1[C@H:28]2[C@H:24]([CH2:25][N:26]([CH2:29][C:30]3[CH:35]=[CH:34][CH:33]=[C:32]([C:36]([F:39])([F:38])[F:37])[CH:31]=3)[CH2:27]2)[CH2:23][CH2:22]1)=[O:19].C(N1C[C@H]2C(N)CC[C@H]2C1)C1C=CC=CC=1, predict the reaction product. The product is: [F:37][C:36]([F:39])([F:38])[C:32]1[CH:31]=[C:30]([CH:35]=[CH:34][CH:33]=1)[CH2:29][N:26]1[CH2:27][C@H:28]2[C@@H:21]([NH:20][C:18]([CH:17]3[CH2:40][CH2:41][CH2:42][CH2:16]3)=[O:19])[CH2:22][CH2:23][C@H:24]2[CH2:25]1. (5) Given the reactants [CH3:1][O:2][CH2:3][CH2:4][N:5]1[C:9]([CH3:10])=[C:8]([CH3:11])[S:7][C:6]1=[NH:12].CCN(CC)CC.[Cl:20][C:21]1[C:29]([Cl:30])=[CH:28][CH:27]=[CH:26][C:22]=1[C:23](Cl)=[O:24], predict the reaction product. The product is: [Cl:20][C:21]1[C:29]([Cl:30])=[CH:28][CH:27]=[CH:26][C:22]=1[C:23](/[N:12]=[C:6]1\[S:7][C:8]([CH3:11])=[C:9]([CH3:10])[N:5]\1[CH2:4][CH2:3][O:2][CH3:1])=[O:24].